This data is from Forward reaction prediction with 1.9M reactions from USPTO patents (1976-2016). The task is: Predict the product of the given reaction. (1) Given the reactants C([NH:4][C:5]1[CH:31]=[CH:30][C:8]2[C:9]([CH2:12][CH2:13][C:14]3[N:15]=[C:16]([C:22]4[CH:27]=[CH:26][C:25]([Cl:28])=[CH:24][C:23]=4[Cl:29])[O:17][C:18]=3[CH:19]([CH3:21])[CH3:20])=[N:10][O:11][C:7]=2[CH:6]=1)(=O)C.C(=O)([O-])O.[Na+], predict the reaction product. The product is: [NH2:4][C:5]1[CH:31]=[CH:30][C:8]2[C:9]([CH2:12][CH2:13][C:14]3[N:15]=[C:16]([C:22]4[CH:27]=[CH:26][C:25]([Cl:28])=[CH:24][C:23]=4[Cl:29])[O:17][C:18]=3[CH:19]([CH3:21])[CH3:20])=[N:10][O:11][C:7]=2[CH:6]=1. (2) The product is: [ClH:42].[Cl-:42].[NH2:11][CH2:12][C:13](=[O:38])[CH2:14][CH2:15][C:16]([O:18][CH2:19][CH2:20][N+:21]1[CH:26]=[CH:25][C:24]([OH:27])=[C:23]([OH:28])[C:22]=1[CH2:36][CH3:37])=[O:17]. Given the reactants C(OC([NH:11][CH2:12][C:13](=[O:38])[CH2:14][CH2:15][C:16]([O:18][CH2:19][CH2:20][N:21]1[CH:26]=[CH:25][C:24](=[O:27])[C:23]([O:28]CC2C=CC=CC=2)=[C:22]1[CH2:36][CH3:37])=[O:17])=O)C1C=CC=CC=1.C(O)C.[ClH:42], predict the reaction product. (3) Given the reactants B(Br)(Br)Br.C[O:6][C:7]1[CH:12]=[CH:11][C:10]([C:13]2[N:17]([CH3:18])[C:16]([C:19]34[CH2:26][CH2:25][C:22]([CH2:27][CH2:28][CH2:29][CH2:30][CH3:31])([CH2:23][CH2:24]3)[CH2:21][CH2:20]4)=[N:15][N:14]=2)=[C:9]([CH3:32])[CH:8]=1, predict the reaction product. The product is: [CH3:32][C:9]1[CH:8]=[C:7]([OH:6])[CH:12]=[CH:11][C:10]=1[C:13]1[N:17]([CH3:18])[C:16]([C:19]23[CH2:24][CH2:23][C:22]([CH2:27][CH2:28][CH2:29][CH2:30][CH3:31])([CH2:25][CH2:26]2)[CH2:21][CH2:20]3)=[N:15][N:14]=1.